This data is from Reaction yield outcomes from USPTO patents with 853,638 reactions. The task is: Predict the reaction yield, written as a fraction of the theoretical maximum amount of product (1.0 means a 100% yield; for example, 0.34 means a 34% yield). The reactants are ClC(Cl)(Cl)COC([N:7]1[CH:12]2[CH2:13][CH2:14][CH:8]1[CH:9]=[C:10]([C:15]1[CH:20]=[CH:19][C:18]([Cl:21])=[CH:17][CH:16]=1)[CH2:11]2)=O. The catalyst is C(O)(=O)C.O.[Zn]. The product is [Cl:21][C:18]1[CH:17]=[CH:16][C:15]([C:10]2[CH2:11][CH:12]3[NH:7][CH:8]([CH2:14][CH2:13]3)[CH:9]=2)=[CH:20][CH:19]=1. The yield is 0.815.